This data is from Full USPTO retrosynthesis dataset with 1.9M reactions from patents (1976-2016). The task is: Predict the reactants needed to synthesize the given product. (1) Given the product [CH2:46]([O:45][C:43](=[O:44])[CH2:42][C:40]1[N:41]=[C:37]([NH:36][C:9](=[O:11])[C:8]2[CH:7]=[C:6]([O:5][C@@H:4]([CH3:24])[CH2:3][O:2][CH3:1])[CH:14]=[C:13]([O:15][C:16]3[CH:21]=[CH:20][CH:19]=[C:18]([O:22][CH3:23])[CH:17]=3)[CH:12]=2)[S:38][CH:39]=1)[CH3:47], predict the reactants needed to synthesize it. The reactants are: [CH3:1][O:2][CH2:3][C@H:4]([CH3:24])[O:5][C:6]1[CH:7]=[C:8]([CH:12]=[C:13]([O:15][C:16]2[CH:21]=[CH:20][CH:19]=[C:18]([O:22][CH3:23])[CH:17]=2)[CH:14]=1)[C:9]([OH:11])=O.COC1C=C(B(O)O)C=CC=1.[NH2:36][C:37]1[S:38][CH:39]=[C:40]([CH2:42][C:43]([O:45][CH2:46][CH3:47])=[O:44])[N:41]=1. (2) Given the product [CH2:27]([Sn:18]([CH2:19][CH2:20][CH2:21][CH3:22])([CH2:23][CH2:24][CH2:25][CH3:26])[C:12]1[O:13][C:9]2[C:8]([CH3:16])=[C:7]([CH3:6])[CH:15]=[CH:14][C:10]=2[CH:11]=1)[CH2:28][CH2:29][CH3:30], predict the reactants needed to synthesize it. The reactants are: C([Li])CCC.[CH3:6][C:7]1[CH:15]=[CH:14][C:10]2[CH:11]=[CH:12][O:13][C:9]=2[C:8]=1[CH3:16].Cl[Sn:18]([CH2:27][CH2:28][CH2:29][CH3:30])([CH2:23][CH2:24][CH2:25][CH3:26])[CH2:19][CH2:20][CH2:21][CH3:22].[Cl-].[NH4+]. (3) Given the product [C:33]([N:2]1[CH2:3][CH2:4][CH:5]([NH:8][C:9]([C:11]2[C:15]3[N:16]=[CH:17][N:18]=[C:19]([C:20]4[CH:25]=[C:24]([F:26])[C:23]([OH:27])=[CH:22][C:21]=4[O:28][CH2:29][CH:30]4[CH2:32][CH2:31]4)[C:14]=3[NH:13][CH:12]=2)=[O:10])[CH2:6][CH2:7]1)(=[O:35])[CH3:34], predict the reactants needed to synthesize it. The reactants are: Cl.[NH:2]1[CH2:7][CH2:6][CH:5]([NH:8][C:9]([C:11]2[C:15]3[N:16]=[CH:17][N:18]=[C:19]([C:20]4[CH:25]=[C:24]([F:26])[C:23]([OH:27])=[CH:22][C:21]=4[O:28][CH2:29][CH:30]4[CH2:32][CH2:31]4)[C:14]=3[NH:13][CH:12]=2)=[O:10])[CH2:4][CH2:3]1.[C:33](Cl)(=[O:35])[CH3:34]. (4) Given the product [C:1]([O:5][C:6](=[O:40])[CH2:7][C@H:8]([NH:20][C:21](=[O:39])[C@@H:22]([NH:28][C:29](=[O:30])[C:42]1[CH:47]=[CH:46][CH:45]=[C:44]([O:48][CH3:49])[CH:43]=1)[CH2:23][C:24]([CH3:27])([CH3:25])[CH3:26])[CH2:9][N:10]1[C:18]2[C:13](=[CH:14][C:15]([F:19])=[CH:16][CH:17]=2)[CH2:12][CH2:11]1)([CH3:2])([CH3:4])[CH3:3], predict the reactants needed to synthesize it. The reactants are: [C:1]([O:5][C:6](=[O:40])[CH2:7][C@H:8]([NH:20][C:21](=[O:39])[C@@H:22]([NH:28][C:29](OCC1C=CC=CC=1)=[O:30])[CH2:23][C:24]([CH3:27])([CH3:26])[CH3:25])[CH2:9][N:10]1[C:18]2[C:13](=[CH:14][C:15]([F:19])=[CH:16][CH:17]=2)[CH2:12][CH2:11]1)([CH3:4])([CH3:3])[CH3:2].C(O)(=O)[C:42]1[CH:47]=[CH:46][CH:45]=[C:44]([O:48][CH3:49])[CH:43]=1. (5) Given the product [CH3:26][O:25][C:23]1[C:22]2[C:17](=[C:18]([O:27][CH3:28])[CH:19]=[CH:20][CH:21]=2)[N:16]=[C:15]([C:13]([N:10]2[CH2:11][CH2:12][C:7]3([CH2:6][C:5](=[O:33])[C:4]4[C:30](=[CH:31][CH:32]=[C:2]([NH:1][C:39]([NH2:36])=[O:43])[CH:3]=4)[O:29]3)[CH2:8][CH2:9]2)=[O:14])[CH:24]=1, predict the reactants needed to synthesize it. The reactants are: [NH2:1][C:2]1[CH:3]=[C:4]2[C:30](=[CH:31][CH:32]=1)[O:29][C:7]1([CH2:12][CH2:11][N:10]([C:13]([C:15]3[CH:24]=[C:23]([O:25][CH3:26])[C:22]4[C:17](=[C:18]([O:27][CH3:28])[CH:19]=[CH:20][CH:21]=4)[N:16]=3)=[O:14])[CH2:9][CH2:8]1)[CH2:6][C:5]2=[O:33].CC[N:36]([CH2:39]C)CC.ClC(OC1C=CC([N+]([O-])=O)=CC=1)=[O:43]. (6) Given the product [CH2:26]([N:3]([CH2:1][CH3:2])[C:4](=[O:25])[CH2:5][C:6]1[C:7]([C:17]2[CH:18]=[CH:19][C:20]([OH:23])=[CH:21][CH:22]=2)=[N:8][N:9]2[C:14]([CH3:15])=[CH:13][C:12]([CH3:16])=[N:11][C:10]=12)[CH3:27], predict the reactants needed to synthesize it. The reactants are: [CH2:1]([N:3]([CH2:26][CH3:27])[C:4](=[O:25])[CH2:5][C:6]1[C:7]([C:17]2[CH:22]=[CH:21][C:20]([O:23]C)=[CH:19][CH:18]=2)=[N:8][N:9]2[C:14]([CH3:15])=[CH:13][C:12]([CH3:16])=[N:11][C:10]=12)[CH3:2].Br.C([O-])(O)=O.[Na+]. (7) Given the product [CH2:13]([N:15]1[C:19]2[N:20]=[C:21]([C:31]3[CH:37]=[CH:36][C:34]([NH:35][C:2]([NH:38][C:39]4[CH:44]=[CH:43][C:42]([CH2:45][OH:46])=[CH:41][CH:40]=4)=[O:4])=[CH:33][CH:32]=3)[N:22]=[C:23]([N:24]3[CH2:29][CH2:28][O:27][CH2:26][C@@H:25]3[CH3:30])[C:18]=2[N:17]=[N:16]1)[CH3:14], predict the reactants needed to synthesize it. The reactants are: Cl[C:2](Cl)([O:4]C(=O)OC(Cl)(Cl)Cl)Cl.[CH2:13]([N:15]1[C:19]2[N:20]=[C:21]([C:31]3[CH:37]=[CH:36][C:34]([NH2:35])=[CH:33][CH:32]=3)[N:22]=[C:23]([N:24]3[CH2:29][CH2:28][O:27][CH2:26][C@@H:25]3[CH3:30])[C:18]=2[N:17]=[N:16]1)[CH3:14].[NH2:38][C:39]1[CH:44]=[CH:43][C:42]([CH2:45][OH:46])=[CH:41][CH:40]=1.CCN(CC)CC. (8) Given the product [OH:2][CH2:1][C:5]1[N:6]=[CH:7][C:8]2[NH:9][C:10]3[C:15]([C:16]=2[CH:17]=1)=[CH:14][CH:13]=[CH:12][CH:11]=3, predict the reactants needed to synthesize it. The reactants are: [C:1]([C:5]1[N:6]=[CH:7][C:8]2[NH:9][C:10]3[C:15]([C:16]=2[CH:17]=1)=[CH:14][CH:13]=[CH:12][CH:11]=3)(OC)=[O:2].C1COCC1.[BH4-].[Na+]. (9) Given the product [N:1]1([CH2:7][CH2:8][CH2:9][NH:10][C:11]2[C:23]3[C:22]4[C:17](=[CH:18][C:19]([C:24]([O:26][CH3:27])=[O:25])=[CH:20][CH:21]=4)[NH:16][C:15]=3[N:14]=[C:13]([CH2:28][C:29]3[CH:34]=[CH:33][CH:32]=[C:31]([C:35]4([C:36]([F:39])([F:38])[F:37])[NH:52][NH:40]4)[CH:30]=3)[N:12]=2)[CH2:2][CH2:3][CH2:4][CH2:5][CH2:6]1, predict the reactants needed to synthesize it. The reactants are: [N:1]1([CH2:7][CH2:8][CH2:9][NH:10][C:11]2[C:23]3[C:22]4[C:17](=[CH:18][C:19]([C:24]([O:26][CH3:27])=[O:25])=[CH:20][CH:21]=4)[NH:16][C:15]=3[N:14]=[C:13]([CH2:28][C:29]3[CH:34]=[CH:33][CH:32]=[C:31]([C:35](=[N:40]OS(C4C=CC(C)=CC=4)(=O)=O)[C:36]([F:39])([F:38])[F:37])[CH:30]=3)[N:12]=2)[CH2:6][CH2:5][CH2:4][CH2:3][CH2:2]1.[NH3:52].